This data is from Reaction yield outcomes from USPTO patents with 853,638 reactions. The task is: Predict the reaction yield, written as a fraction of the theoretical maximum amount of product (1.0 means a 100% yield; for example, 0.34 means a 34% yield). The reactants are I.[NH2:2][C:3]1[C:4]([C:11]([NH:13][C:14](=[NH:17])SC)=[O:12])=[N:5][C:6]([Cl:10])=[C:7]([NH2:9])[N:8]=1.Br.[OH:19][C:20]1[CH:21]=[C:22]([CH2:27][CH2:28][CH2:29][CH2:30][NH2:31])[CH:23]=[CH:24][C:25]=1[OH:26]. The catalyst is C1COCC1.C(N(CC)CC)C. The product is [ClH:10].[OH:19][C:20]1[CH:21]=[C:22]([CH2:27][CH2:28][CH2:29][CH2:30][NH:31][C:14]([NH:13][C:11]([C:4]2[C:3]([NH2:2])=[N:8][C:7]([NH2:9])=[C:6]([Cl:10])[N:5]=2)=[O:12])=[NH:17])[CH:23]=[CH:24][C:25]=1[OH:26]. The yield is 0.510.